From a dataset of Full USPTO retrosynthesis dataset with 1.9M reactions from patents (1976-2016). Predict the reactants needed to synthesize the given product. (1) Given the product [N:34]([C:31]1[CH:30]=[CH:29][C:28]([O:27][CH2:26][CH2:25][CH2:24][CH2:23][CH2:22][C:21]([O:20][CH2:19][CH2:18][O:17][CH2:16][CH2:15][O:14][C:12](=[O:13])[CH2:11][CH2:10][CH2:9][CH2:8][CH2:7][O:6][C:5]2[CH:4]=[CH:3][C:2]([N:1]=[C:51]=[O:50])=[CH:37][CH:36]=2)=[O:35])=[CH:33][CH:32]=1)=[C:39]=[O:41], predict the reactants needed to synthesize it. The reactants are: [NH2:1][C:2]1[CH:37]=[CH:36][C:5]([O:6][CH2:7][CH2:8][CH2:9][CH2:10][CH2:11][C:12]([O:14][CH2:15][CH2:16][O:17][CH2:18][CH2:19][O:20][C:21](=[O:35])[CH2:22][CH2:23][CH2:24][CH2:25][CH2:26][O:27][C:28]2[CH:33]=[CH:32][C:31]([NH2:34])=[CH:30][CH:29]=2)=[O:13])=[CH:4][CH:3]=1.Cl[C:39](Cl)([O:41]C(=O)OC(Cl)(Cl)Cl)Cl.[O:50]1CCOC[CH2:51]1. (2) Given the product [CH3:1][O:2][C:3](=[O:11])[C:4]1[CH:9]=[CH:8][C:7]([O:10][CH2:14][C:15]2[CH:20]=[CH:19][CH:18]=[C:17]([CH3:21])[N:16]=2)=[CH:6][CH:5]=1, predict the reactants needed to synthesize it. The reactants are: [CH3:1][O:2][C:3](=[O:11])[C:4]1[CH:9]=[CH:8][C:7]([OH:10])=[CH:6][CH:5]=1.Cl.Cl[CH2:14][C:15]1[CH:20]=[CH:19][CH:18]=[C:17]([CH3:21])[N:16]=1.